Dataset: Forward reaction prediction with 1.9M reactions from USPTO patents (1976-2016). Task: Predict the product of the given reaction. (1) Given the reactants [N:1]1[CH:6]=[CH:5][CH:4]=[N:3][C:2]=1[C:7]1[C:8]([C:13]([OH:15])=O)=[N:9][CH:10]=[CH:11][CH:12]=1.[CH3:16][C:17]1([NH:23][C:24]2[N:29]=[CH:28][C:27]([C:30]([F:33])([F:32])[F:31])=[CH:26][N:25]=2)[CH2:21][CH2:20][CH2:19][CH:18]1[NH2:22].N1C2C(=NC=CC=2)N(O)N=1.C(Cl)CCl.CCN(C(C)C)C(C)C, predict the reaction product. The product is: [CH3:16][C:17]1([NH:23][C:24]2[N:25]=[CH:26][C:27]([C:30]([F:33])([F:31])[F:32])=[CH:28][N:29]=2)[CH2:21][CH2:20][CH2:19][CH:18]1[NH:22][C:13]([C:8]1[C:7]([C:2]2[N:1]=[CH:6][CH:5]=[CH:4][N:3]=2)=[CH:12][CH:11]=[CH:10][N:9]=1)=[O:15]. (2) The product is: [F:22][C:4]1[CH:3]=[C:2]([B:26]2[O:27][C:28]([CH3:30])([CH3:29])[C:24]([CH3:40])([CH3:23])[O:25]2)[CH:7]=[CH:6][C:5]=1[CH2:8][N:9]1[CH2:14][CH2:13][N:12]([C:15]([O:17][C:18]([CH3:21])([CH3:20])[CH3:19])=[O:16])[CH2:11][CH2:10]1. Given the reactants Br[C:2]1[CH:7]=[CH:6][C:5]([CH2:8][N:9]2[CH2:14][CH2:13][N:12]([C:15]([O:17][C:18]([CH3:21])([CH3:20])[CH3:19])=[O:16])[CH2:11][CH2:10]2)=[C:4]([F:22])[CH:3]=1.[CH3:23][C:24]1([CH3:40])[C:28]([CH3:30])([CH3:29])[O:27][B:26]([B:26]2[O:27][C:28]([CH3:30])([CH3:29])[C:24]([CH3:40])([CH3:23])[O:25]2)[O:25]1.C([O-])(=O)C.[K+], predict the reaction product. (3) Given the reactants [Cl:1][C:2]1[CH:3]=[C:4]2[C:8](=[CH:9][CH:10]=1)[N:7]([CH2:11][C:12]([C:15]1[CH:20]=[CH:19][C:18]([F:21])=[CH:17][CH:16]=1)(O)[CH3:13])[C:6]1[CH2:22][N:23]([CH3:26])[CH2:24][CH2:25][C:5]2=1, predict the reaction product. The product is: [ClH:1].[Cl:1][C:2]1[CH:3]=[C:4]2[C:8](=[CH:9][CH:10]=1)[N:7](/[CH:11]=[C:12](/[C:15]1[CH:20]=[CH:19][C:18]([F:21])=[CH:17][CH:16]=1)\[CH3:13])[C:6]1[CH2:22][N:23]([CH3:26])[CH2:24][CH2:25][C:5]2=1. (4) Given the reactants [CH:1]1([C:4](=[O:9])[CH2:5][CH2:6][CH2:7][OH:8])[CH2:3][CH2:2]1.[Cr](Cl)([O-])(=O)=O.[NH+]1C=CC=CC=1.C(OCC)C, predict the reaction product. The product is: [CH:1]1([C:4](=[O:9])[CH2:5][CH2:6][CH:7]=[O:8])[CH2:3][CH2:2]1. (5) Given the reactants [C:1]([CH:4]([CH2:9][C:10]([O:12][CH3:13])=[O:11])[C:5]([O:7]C)=O)(=O)[CH3:2].[NH:14]1[C:22]2[C:17](=[CH:18][CH:19]=[CH:20][CH:21]=2)[C:16]([NH2:23])=[N:15]1, predict the reaction product. The product is: [OH:7][C:5]1[N:15]2[N:14]=[C:22]3[C:17]([CH:18]=[CH:19][CH:20]=[CH:21]3)=[C:16]2[N:23]=[C:1]([CH3:2])[C:4]=1[CH2:9][C:10]([O:12][CH3:13])=[O:11]. (6) The product is: [F:17][C:12]1[CH:11]=[C:10]([C:9]2[C:8](=[O:18])[N:7]3[C:19]([CH3:22])=[CH:20][S:21][C:6]3=[N:5][C:4]=2[CH:2]([NH:1][C:24]2[N:32]=[CH:31][N:30]=[C:29]3[C:25]=2[N:26]=[CH:27][NH:28]3)[CH3:3])[CH:15]=[C:14]([F:16])[CH:13]=1. Given the reactants [NH2:1][CH:2]([C:4]1[N:5]=[C:6]2[S:21][CH:20]=[C:19]([CH3:22])[N:7]2[C:8](=[O:18])[C:9]=1[C:10]1[CH:15]=[C:14]([F:16])[CH:13]=[C:12]([F:17])[CH:11]=1)[CH3:3].Br[C:24]1[N:32]=[CH:31][N:30]=[C:29]2[C:25]=1[N:26]=[CH:27][NH:28]2.C(N(CC)C(C)C)(C)C, predict the reaction product. (7) Given the reactants [C:1]([C:9]1[CH:10]=[N:11][C:12]2[C:17]([C:18]=1[C:19]1[CH:20]=[C:21]([CH:24]=[CH:25][CH:26]=1)[CH:22]=O)=[CH:16][CH:15]=[CH:14][C:13]=2[C:27]([F:30])([F:29])[F:28])(=[O:8])[C:2]1[CH:7]=[CH:6][CH:5]=[CH:4][CH:3]=1.[CH3:31][C:32]1[CH:38]=[CH:37][CH:36]=[CH:35][C:33]=1[NH2:34], predict the reaction product. The product is: [CH3:31][C:32]1[CH:38]=[CH:37][CH:36]=[CH:35][C:33]=1[NH:34][CH2:22][C:21]1[CH:20]=[C:19]([C:18]2[C:17]3[C:12](=[C:13]([C:27]([F:29])([F:30])[F:28])[CH:14]=[CH:15][CH:16]=3)[N:11]=[CH:10][C:9]=2[C:1]([C:2]2[CH:7]=[CH:6][CH:5]=[CH:4][CH:3]=2)=[O:8])[CH:26]=[CH:25][CH:24]=1. (8) Given the reactants ClC1C=CC2N=C(C)C=CC=2C=1C(O)=O.[Cl:16][C:17]1[C:18]([NH:37][C:38](=[O:46])[CH2:39][CH:40]2[CH2:45][CH2:44][CH2:43][CH2:42][CH2:41]2)=[C:19]2[C:24](=[CH:25][CH:26]=1)[N:23]=[C:22]([NH:27][CH2:28][CH2:29][C:30]([O:32]C(C)(C)C)=[O:31])[CH:21]=[CH:20]2.FC(F)(F)C(O)=O, predict the reaction product. The product is: [Cl:16][C:17]1[C:18]([NH:37][C:38](=[O:46])[CH2:39][CH:40]2[CH2:45][CH2:44][CH2:43][CH2:42][CH2:41]2)=[C:19]2[C:24](=[CH:25][CH:26]=1)[N:23]=[C:22]([NH:27][CH2:28][CH2:29][C:30]([OH:32])=[O:31])[CH:21]=[CH:20]2. (9) Given the reactants [CH3:1][O:2][C:3]([C:5]1[N:6]=[C:7](NC(=O)[C@@H](NC(=O)C(NC(OC(C)(C)C)=O)C2C=CC(OCCOC)=CC=2)CC2C=CC=CC=2)[S:8][CH:9]=1)=[O:4].FC(F)(F)C(O)=O, predict the reaction product. The product is: [CH3:1][O:2][C:3]([C:5]1[N:6]=[CH:7][S:8][CH:9]=1)=[O:4].